This data is from Full USPTO retrosynthesis dataset with 1.9M reactions from patents (1976-2016). The task is: Predict the reactants needed to synthesize the given product. (1) Given the product [NH2:1][CH2:2][C@H:3]1[O:7][CH:6]([O:8][C@@H:9]([C@@H:49]2[C@@H:53]([OH:54])[C@@H:52]([OH:55])[C@H:51]([N:56]3[CH:61]=[CH:60][C:59](=[O:62])[NH:58][C:57]3=[O:63])[O:50]2)[CH:10]([C:46]([OH:48])=[O:47])[N:11]([CH2:85][CH2:86][CH2:87][CH2:88][CH3:89])[CH2:12][CH2:13][CH2:14][NH:15][C:16](=[O:45])[CH:17]([CH:40]([OH:44])[CH:41]([CH3:42])[CH3:43])[NH:18][C:19](=[O:39])[CH:20]([CH:32]2[CH2:37][CH2:36][NH:35][C:34](=[NH:38])[NH:33]2)[NH:21][C:22](=[O:31])[NH:23][CH:24]([CH:28]([CH3:29])[CH3:30])[C:25]([OH:27])=[O:26])[C@H:5]([O:64][CH3:65])[C@H:4]1[OH:66], predict the reactants needed to synthesize it. The reactants are: [NH2:1][CH2:2][CH:3]1[O:7][CH:6]([O:8][CH:9]([CH:49]2[CH:53]([OH:54])[CH:52]([OH:55])[CH:51]([N:56]3[CH:61]=[CH:60][C:59](=[O:62])[NH:58][C:57]3=[O:63])[O:50]2)[CH:10]([C:46]([OH:48])=[O:47])[NH:11][CH2:12][CH2:13][CH2:14][NH:15][C:16](=[O:45])[CH:17]([CH:40]([OH:44])[CH:41]([CH3:43])[CH3:42])[NH:18][C:19](=[O:39])[CH:20]([CH:32]2[CH2:37][CH2:36][NH:35][C:34](=[NH:38])[NH:33]2)[NH:21][C:22](=[O:31])[NH:23][CH:24]([CH:28]([CH3:30])[CH3:29])[C:25]([OH:27])=[O:26])[CH:5]([O:64][CH3:65])[CH:4]1[OH:66].O.[O-2].[O-2].[O-2].O=[Si]=O.O=[Si]=O.O=[Si]=O.O=[Si]=O.[Al+3].[Al+3].[CH:85](=O)[CH2:86][CH2:87][CH2:88][CH3:89].C(O[BH-](OC(=O)C)OC(=O)C)(=O)C.[Na+]. (2) Given the product [CH3:1][O:2][C:3]1[CH:12]=[C:11]2[C:6]([CH2:7][CH:8]([C:17]3[CH:22]=[CH:21][N:20]=[CH:19][C:18]=3[O:23][CH2:24][O:25][CH3:26])[C:9](=[O:15])[C:10]2([CH3:13])[CH3:14])=[CH:5][CH:4]=1, predict the reactants needed to synthesize it. The reactants are: [CH3:1][O:2][C:3]1[CH:12]=[C:11]2[C:6]([CH2:7][CH2:8][C:9](=[O:15])[C:10]2([CH3:14])[CH3:13])=[CH:5][CH:4]=1.I[C:17]1[CH:22]=[CH:21][N:20]=[CH:19][C:18]=1[O:23][CH2:24][O:25][CH3:26].CC(C)([O-])C.[Na+].COC1C=CC=C(OC)C=1C1C=CC=CC=1P(C1CCCCC1)C1CCCCC1. (3) Given the product [Cl:15][C:16]1[CH:21]=[CH:20][C:19]([C:22]2[O:14][N:13]=[C:2]([C:3]3[CH:12]=[CH:11][C:6]([C:7]([O:9][CH3:10])=[O:8])=[CH:5][CH:4]=3)[CH:23]=2)=[CH:18][CH:17]=1, predict the reactants needed to synthesize it. The reactants are: Cl[C:2](=[N:13][OH:14])[C:3]1[CH:12]=[CH:11][C:6]([C:7]([O:9][CH3:10])=[O:8])=[CH:5][CH:4]=1.[Cl:15][C:16]1[CH:21]=[CH:20][C:19]([C:22]#[CH:23])=[CH:18][CH:17]=1.C(N(CC)CC)C.O.